From a dataset of Full USPTO retrosynthesis dataset with 1.9M reactions from patents (1976-2016). Predict the reactants needed to synthesize the given product. (1) Given the product [CH3:7][C@@H:8]([CH2:11][CH2:12][CH2:13][C:14]([CH3:17])([OH:16])[CH3:15])/[CH:9]=[CH:20]\[CH2:19][CH2:18][OH:25], predict the reactants needed to synthesize it. The reactants are: CCCCCC.[CH3:7][CH:8]([CH2:11][CH2:12][CH2:13][C:14]([CH3:17])([OH:16])[CH3:15])[CH2:9]O.[CH2:18]([O:25]COC[C@@H](C)COS(C1C=CC(C)=CC=1)(=O)=O)[C:19]1C=CC=C[CH:20]=1. (2) The reactants are: [F:1][C:2]([F:11])([F:10])[C:3]1[CH:4]=[C:5]([NH2:9])[CH:6]=[CH:7][CH:8]=1.C(OC([NH:19][CH2:20][CH2:21][CH2:22][CH2:23][C@H:24]([NH:28][C:29]([O:31][CH2:32][CH:33]1[C:45]2[CH:44]=[CH:43][CH:42]=[CH:41][C:40]=2[C:39]2[C:34]1=[CH:35][CH:36]=[CH:37][CH:38]=2)=[O:30])[C:25](O)=[O:26])=O)(C)(C)C. Given the product [CH:35]1[C:34]2[CH:33]([CH2:32][O:31][C:29](=[O:30])[NH:28][C@H:24]([C:25](=[O:26])[NH:9][C:5]3[CH:6]=[CH:7][CH:8]=[C:3]([C:2]([F:10])([F:11])[F:1])[CH:4]=3)[CH2:23][CH2:22][CH2:21][CH2:20][NH2:19])[C:45]3[C:40](=[CH:41][CH:42]=[CH:43][CH:44]=3)[C:39]=2[CH:38]=[CH:37][CH:36]=1, predict the reactants needed to synthesize it. (3) Given the product [N:22]1[CH:21]=[C:20]([C:18]([NH:17][C:15]2[CH:16]=[C:11]([C:8]3[N:7]=[C:6]([CH:4]4[CH2:3][N:2]([C:32]([O:31][CH3:30])=[O:33])[CH2:5]4)[O:10][N:9]=3)[CH:12]=[CH:13][C:14]=2[CH3:29])=[O:19])[N:24]2[CH:25]=[CH:26][CH:27]=[CH:28][C:23]=12, predict the reactants needed to synthesize it. The reactants are: Cl.[NH:2]1[CH2:5][CH:4]([C:6]2[O:10][N:9]=[C:8]([C:11]3[CH:12]=[CH:13][C:14]([CH3:29])=[C:15]([NH:17][C:18]([C:20]4[N:24]5[CH:25]=[CH:26][CH:27]=[CH:28][C:23]5=[N:22][CH:21]=4)=[O:19])[CH:16]=3)[N:7]=2)[CH2:3]1.[CH3:30][O:31][C:32](Cl)=[O:33].C(O)(=O)CC(CC(O)=O)(C(O)=O)O. (4) Given the product [CH2:23]([NH:8][C:9]1[N:10]=[C:11]([Cl:21])[C:12]2[CH:17]=[CH:16][N:15]([CH:18]([CH3:19])[CH3:20])[C:13]=2[N:14]=1)[CH2:24][CH3:25], predict the reactants needed to synthesize it. The reactants are: [Si]([NH:8][C:9]1[N:10]=[C:11]([Cl:21])[C:12]2[CH:17]=[CH:16][N:15]([CH:18]([CH3:20])[CH3:19])[C:13]=2[N:14]=1)(C(C)(C)C)(C)C.I[CH2:23][CH2:24][CH3:25].[H-].[Na+].Cl. (5) Given the product [S:12]1[CH:16]=[CH:15][CH:14]=[C:13]1[CH:17]([OH:18])[C:2]#[C:1][Si:3]([CH3:6])([CH3:5])[CH3:4], predict the reactants needed to synthesize it. The reactants are: [C:1]([Si:3]([CH3:6])([CH3:5])[CH3:4])#[CH:2].[Li]CCCC.[S:12]1[CH:16]=[CH:15][CH:14]=[C:13]1[CH:17]=[O:18].